From a dataset of Forward reaction prediction with 1.9M reactions from USPTO patents (1976-2016). Predict the product of the given reaction. (1) Given the reactants [OH:1][C:2]1[CH:7]=[CH:6][C:5]([CH2:8][CH:9]2[CH2:14][CH2:13][C:12](=[O:15])[CH2:11][CH2:10]2)=[CH:4][CH:3]=1.CCN(CC)CC.[C:23](Cl)(=[O:25])[CH3:24].Cl, predict the reaction product. The product is: [C:23]([O:1][C:2]1[CH:3]=[CH:4][C:5]([CH2:8][CH:9]2[CH2:14][CH2:13][C:12](=[O:15])[CH2:11][CH2:10]2)=[CH:6][CH:7]=1)(=[O:25])[CH3:24]. (2) Given the reactants [F:1][C:2]1[CH:37]=[CH:36][CH:35]=[C:34]([F:38])[C:3]=1[C:4]([NH:6][C@@H:7]([CH2:13][C:14]1[CH:19]=[CH:18][C:17]([C:20]2[C:25]([O:26][CH3:27])=[CH:24][C:23]([CH2:28][O:29][CH2:30][CH3:31])=[CH:22][C:21]=2[O:32][CH3:33])=[CH:16][CH:15]=1)[C:8]([O:10]CC)=[O:9])=[O:5].Cl, predict the reaction product. The product is: [F:1][C:2]1[CH:37]=[CH:36][CH:35]=[C:34]([F:38])[C:3]=1[C:4]([NH:6][C@@H:7]([CH2:13][C:14]1[CH:15]=[CH:16][C:17]([C:20]2[C:21]([O:32][CH3:33])=[CH:22][C:23]([CH2:28][O:29][CH2:30][CH3:31])=[CH:24][C:25]=2[O:26][CH3:27])=[CH:18][CH:19]=1)[C:8]([OH:10])=[O:9])=[O:5]. (3) Given the reactants [CH2:1]([O:3][C:4]([C:6]1[N:7]([CH2:24][C:25]2[CH:30]=[CH:29][CH:28]=[CH:27][CH:26]=2)[CH:8]=[C:9]([C:22]#[N:23])[C:10]=1[NH:11][C:12]([NH:14][CH2:15][C:16]1[CH:21]=[CH:20][CH:19]=[CH:18][CH:17]=1)=[O:13])=[O:5])[CH3:2].C[O-].[Na+], predict the reaction product. The product is: [CH2:1]([O:3][C:4]([C:6]1[N:7]([CH2:24][C:25]2[CH:26]=[CH:27][CH:28]=[CH:29][CH:30]=2)[CH:8]=[C:9]2[C:22](=[NH:23])[N:14]([CH2:15][C:16]3[CH:17]=[CH:18][CH:19]=[CH:20][CH:21]=3)[C:12](=[O:13])[NH:11][C:10]=12)=[O:5])[CH3:2]. (4) Given the reactants [H][H].[Si:3]([O:10][CH2:11][C@@H:12]([CH3:44])[C@H:13]([NH:24]C1(C2C=CC=CC=2)C2C=CC=CC=2C2C1=CC=CC=2)[C:14]([O:16]CC1C=CC=CC=1)=[O:15])([C:6]([CH3:9])([CH3:8])[CH3:7])([CH3:5])[CH3:4], predict the reaction product. The product is: [NH2:24][C@@H:13]([C@H:12]([CH3:44])[CH2:11][O:10][Si:3]([C:6]([CH3:9])([CH3:8])[CH3:7])([CH3:5])[CH3:4])[C:14]([OH:16])=[O:15]. (5) The product is: [CH2:11]([N:6]1[C:5]2[C:4](=[O:14])[NH:3][C:2](=[O:16])[NH:10][C:9]=2[N:8]=[CH:7]1)[CH:12]=[CH2:13]. Given the reactants N[C:2]1[NH:3][C:4](=[O:14])[C:5]2[N:6]([CH2:11][CH:12]=[CH2:13])[CH:7]=[N:8][C:9]=2[N:10]=1.N([O-])=[O:16].[Na+], predict the reaction product. (6) Given the reactants [Cl:1][C:2]1[CH:7]=[CH:6][C:5]([CH:8]2[C:11]3([CH2:16][CH2:15][N:14](C(OC(C)(C)C)=O)[CH2:13][CH2:12]3)[CH2:10][N:9]2[CH:24]2[CH2:26][CH2:25]2)=[CH:4][CH:3]=1.C(O)(C(F)(F)F)=O.[N:34]([C@@H:37]([C@@H:42]([CH3:45])[CH2:43][CH3:44])[C:38]([O:40][CH3:41])=[O:39])=[C:35]=[O:36], predict the reaction product. The product is: [CH3:41][O:40][C:38](=[O:39])[CH:37]([NH:34][C:35]([N:14]1[CH2:15][CH2:16][C:11]2([CH:8]([C:5]3[CH:6]=[CH:7][C:2]([Cl:1])=[CH:3][CH:4]=3)[N:9]([CH:24]3[CH2:26][CH2:25]3)[CH2:10]2)[CH2:12][CH2:13]1)=[O:36])[CH:42]([CH3:45])[CH2:43][CH3:44]. (7) The product is: [Cl:23][C:21]1[CH:20]=[C:4]([CH:3]=[C:2]([Cl:1])[CH:22]=1)[O:5][CH:6]([CH2:18][CH3:19])[C:7]([NH:9][C:10]([CH3:16])([CH3:17])[C:11]#[C:12][CH2:13][O:32][CH3:31])=[O:8]. Given the reactants [Cl:1][C:2]1[CH:3]=[C:4]([CH:20]=[C:21]([Cl:23])[CH:22]=1)[O:5][CH:6]([CH2:18][CH3:19])[C:7]([NH:9][C:10]([CH3:17])([CH3:16])[C:11]#[C:12][CH2:13]CO)=[O:8].[H-].[Na+].CI.O.CN(C)[CH:31]=[O:32], predict the reaction product.